From a dataset of Catalyst prediction with 721,799 reactions and 888 catalyst types from USPTO. Predict which catalyst facilitates the given reaction. (1) Reactant: [CH2:1]([C:3]1[NH:13][C:6]2=[N:7][C:8]([CH3:12])=[CH:9][C:10]([CH3:11])=[C:5]2[N:4]=1)[CH3:2].[CH3:14][O:15][C:16](=[O:25])[C:17]1[CH:22]=[CH:21][C:20]([CH2:23]Br)=[CH:19][CH:18]=1.[H-].[Na+]. Product: [CH3:14][O:15][C:16](=[O:25])[C:17]1[CH:22]=[CH:21][C:20]([CH2:23][N:13]2[C:6]3=[N:7][C:8]([CH3:12])=[CH:9][C:10]([CH3:11])=[C:5]3[N:4]=[C:3]2[CH2:1][CH3:2])=[CH:19][CH:18]=1. The catalyst class is: 3. (2) Reactant: [F:1][C:2]1[CH:3]=[C:4]([C:8]2[CH:16]=[CH:15][CH:14]=[C:13]3[C:9]=2[CH2:10][C:11](=[O:17])[NH:12]3)[CH:5]=[CH:6][CH:7]=1.[CH:18]([C:20]1[NH:24][C:23]2[CH2:25][CH2:26][CH2:27][CH2:28][CH2:29][C:22]=2[C:21]=1[CH2:30][CH2:31][C:32]([OH:34])=[O:33])=O.N1CCCCC1. Product: [F:1][C:2]1[CH:3]=[C:4]([C:8]2[CH:16]=[CH:15][CH:14]=[C:13]3[C:9]=2/[C:10](=[CH:18]/[C:20]2[NH:24][C:23]4[CH2:25][CH2:26][CH2:27][CH2:28][CH2:29][C:22]=4[C:21]=2[CH2:30][CH2:31][C:32]([OH:34])=[O:33])/[C:11](=[O:17])[NH:12]3)[CH:5]=[CH:6][CH:7]=1. The catalyst class is: 8.